From a dataset of Reaction yield outcomes from USPTO patents with 853,638 reactions. Predict the reaction yield, written as a fraction of the theoretical maximum amount of product (1.0 means a 100% yield; for example, 0.34 means a 34% yield). (1) The reactants are [C:1]([C@H:5]1[CH2:10][CH2:9][C@H:8]([NH:11][C:12]2[N:13]=[CH:14][C:15]3[C:20]([CH:21]=2)=[CH:19][C:18]([C:22]([NH:24][C:25]24[CH2:32][CH2:31][C:28]([C:33]([O:35]C)=[O:34])([CH2:29][CH2:30]2)[CH2:27][CH2:26]4)=[O:23])=[CH:17][CH:16]=3)[CH2:7][CH2:6]1)([CH3:4])([CH3:3])[CH3:2].[OH-].[Na+]. The catalyst is CO.C1COCC1.O. The product is [C:1]([C@H:5]1[CH2:10][CH2:9][C@H:8]([NH:11][C:12]2[N:13]=[CH:14][C:15]3[C:20]([CH:21]=2)=[CH:19][C:18]([C:22]([NH:24][C:25]24[CH2:26][CH2:27][C:28]([C:33]([OH:35])=[O:34])([CH2:31][CH2:32]2)[CH2:29][CH2:30]4)=[O:23])=[CH:17][CH:16]=3)[CH2:7][CH2:6]1)([CH3:4])([CH3:2])[CH3:3]. The yield is 0.820. (2) The reactants are [CH3:1][C:2]1([CH3:21])[C:11]2[C:6](=[CH:7][CH:8]=[C:9]([NH:12][C:13]([C:15]([O:17]C)=[O:16])=[O:14])[CH:10]=2)[C:5]([CH3:20])([CH3:19])[CH2:4][CH2:3]1.[OH-].[K+]. The catalyst is CO. The product is [CH3:1][C:2]1([CH3:21])[C:11]2[C:6](=[CH:7][CH:8]=[C:9]([NH:12][C:13]([C:15]([OH:17])=[O:16])=[O:14])[CH:10]=2)[C:5]([CH3:20])([CH3:19])[CH2:4][CH2:3]1. The yield is 0.830. (3) The reactants are [CH:1]1([C:4]2[C:26]([C:27]3[NH:31][C:30]([O:32][CH2:33][CH3:34])=[N:29][N:28]=3)=[CH:25][C:7]([C:8]([N:10]3[CH2:15][CH2:14][CH:13]([C:16]4[CH:24]=[CH:23][C:19]([C:20]([NH2:22])=O)=[CH:18][CH:17]=4)[CH2:12][CH2:11]3)=[O:9])=[C:6]([CH2:35][CH3:36])[CH:5]=2)[CH2:3][CH2:2]1.FC(F)(F)C(OC(=O)C(F)(F)F)=O.C(N(CC)CC)C. The catalyst is ClCCl. The product is [CH:1]1([C:4]2[C:26]([C:27]3[NH:31][C:30]([O:32][CH2:33][CH3:34])=[N:29][N:28]=3)=[CH:25][C:7]([C:8]([N:10]3[CH2:11][CH2:12][CH:13]([C:16]4[CH:24]=[CH:23][C:19]([C:20]#[N:22])=[CH:18][CH:17]=4)[CH2:14][CH2:15]3)=[O:9])=[C:6]([CH2:35][CH3:36])[CH:5]=2)[CH2:3][CH2:2]1. The yield is 0.200. (4) The reactants are Cl.[F:2][C:3]1[CH:17]=[CH:16][C:6]2[C:7]([CH:10]3[CH2:15][CH2:14][NH:13][CH2:12][CH2:11]3)=[N:8][O:9][C:5]=2[CH:4]=1.Cl[CH2:19][CH2:20][CH2:21][O:22][C:23]1[CH:28]=[CH:27][C:26]([CH:29]([C:30]([CH:29]([C:26]2[CH:27]=[CH:28][C:23]([O:22][CH2:21][CH2:20][CH2:19]Cl)=[C:24]([O:48][CH3:49])[CH:25]=2)C)=O)[CH3:30])=[CH:25][C:24]=1[O:48][CH3:49].C(=O)([O-])[O-:51].[K+].[K+]. The catalyst is O. The product is [CH3:30][C:29]([C:26]1[CH:27]=[CH:28][C:23]([O:22][CH2:21][CH2:20][CH2:19][N:13]2[CH2:12][CH2:11][CH:10]([C:7]3[C:6]4[CH:16]=[CH:17][C:3]([F:2])=[CH:4][C:5]=4[O:9][N:8]=3)[CH2:15][CH2:14]2)=[C:24]([O:48][CH3:49])[CH:25]=1)=[O:51]. The yield is 0.891. (5) The reactants are [Br:1][C:2]1[C:3]([F:12])=[C:4]2[C:10]([NH2:11])=[CH:9][NH:8][C:5]2=[N:6][CH:7]=1.[CH3:13][N:14]1[C:19](=[O:20])[CH:18]=[CH:17][C:16]([C:21](O)=[O:22])=[N:15]1.C1N(P(Cl)(N2C(=O)OCC2)=O)C(=O)OC1.[Li+].[OH-]. The catalyst is C(Cl)Cl.O. The product is [Br:1][C:2]1[C:3]([F:12])=[C:4]2[C:10]([NH:11][C:21]([C:16]3[CH:17]=[CH:18][C:19](=[O:20])[N:14]([CH3:13])[N:15]=3)=[O:22])=[CH:9][NH:8][C:5]2=[N:6][CH:7]=1. The yield is 0.700. (6) The reactants are [Cl:1][C:2]1[CH:7]=[CH:6][C:5]([F:8])=[CH:4][C:3]=1[N:9]1[C:13]([S:14][C:15]2[CH:16]=[N:17][CH:18]=[CH:19][CH:20]=2)=[CH:12][C:11]([CH2:21][N:22]([CH3:30])[C:23](=[O:29])[O:24][C:25]([CH3:28])([CH3:27])[CH3:26])=[N:10]1.C(#N)C.C([O-])([O-])=[O:35].C([O-])([O-])=O.OO.OO.OO.[Na+].[Na+].[Na+].[Na+].[OH2:52]. No catalyst specified. The product is [Cl:1][C:2]1[CH:7]=[CH:6][C:5]([F:8])=[CH:4][C:3]=1[N:9]1[C:13]([S:14]([C:15]2[CH:16]=[N:17][CH:18]=[CH:19][CH:20]=2)(=[O:35])=[O:52])=[CH:12][C:11]([CH2:21][N:22]([CH3:30])[C:23](=[O:29])[O:24][C:25]([CH3:26])([CH3:27])[CH3:28])=[N:10]1. The yield is 0.770. (7) The reactants are [F:1][C:2]([F:13])([F:12])[O:3][C:4]1[CH:11]=[CH:10][C:7]([CH:8]=O)=[CH:6][CH:5]=1.[CH3:14][C@H:15]1[CH2:20][NH:19][CH2:18][C@@H:17]([CH3:21])[NH:16]1.C(O[BH-](OC(=O)C)OC(=O)C)(=O)C.[Na+]. The catalyst is C(Cl)Cl. The product is [CH3:14][C@H:15]1[NH:16][C@@H:17]([CH3:21])[CH2:18][N:19]([CH2:8][C:7]2[CH:10]=[CH:11][C:4]([O:3][C:2]([F:13])([F:12])[F:1])=[CH:5][CH:6]=2)[CH2:20]1. The yield is 0.800. (8) The reactants are [CH2:1]([N:3]([CH2:19][CH3:20])[CH2:4][CH2:5][N:6]1[CH2:11][CH2:10][C:9]2[NH:12][C:13]([CH:16]=O)=[C:14]([CH3:15])[C:8]=2[C:7]1=[O:18])[CH3:2].[F:21][C:22]1[CH:23]=[C:24]2[C:28](=[CH:29][C:30]=1[NH:31][CH:32]=[O:33])[NH:27][C:26](=[O:34])[CH2:25]2. No catalyst specified. The product is [CH2:1]([N:3]([CH2:19][CH3:20])[CH2:4][CH2:5][N:6]1[CH2:11][CH2:10][C:9]2[NH:12][C:13]([CH:16]=[C:25]3[C:24]4[C:28](=[CH:29][C:30]([NH:31][CH:32]=[O:33])=[C:22]([F:21])[CH:23]=4)[NH:27][C:26]3=[O:34])=[C:14]([CH3:15])[C:8]=2[C:7]1=[O:18])[CH3:2]. The yield is 0.694. (9) The reactants are [CH2:1]([O:8][C:9]1[C:10]([C:29]([OH:31])=O)=[N:11][C:12]([CH2:16][C:17]2([C:22]3[CH:27]=[CH:26][C:25]([Cl:28])=[CH:24][CH:23]=3)[CH2:21][CH2:20][CH2:19][CH2:18]2)=[N:13][C:14]=1[OH:15])[C:2]1[CH:7]=[CH:6][CH:5]=[CH:4][CH:3]=1.[Si:32]([O:39][CH2:40][CH2:41][NH:42][CH3:43])([C:35]([CH3:38])([CH3:37])[CH3:36])([CH3:34])[CH3:33].[Si](OCCN(C)C(C1C(OCC2C=CC=CC=2)=C(O)N=C(CC2C=CC=CC=2C2C=CC=CC=2)N=1)=O)(C(C)(C)C)(C)C. No catalyst specified. The product is [Si:32]([O:39][CH2:40][CH2:41][N:42]([CH3:43])[C:29]([C:10]1[C:9]([O:8][CH2:1][C:2]2[CH:3]=[CH:4][CH:5]=[CH:6][CH:7]=2)=[C:14]([OH:15])[N:13]=[C:12]([CH2:16][C:17]2([C:22]3[CH:27]=[CH:26][C:25]([Cl:28])=[CH:24][CH:23]=3)[CH2:21][CH2:20][CH2:19][CH2:18]2)[N:11]=1)=[O:31])([C:35]([CH3:38])([CH3:37])[CH3:36])([CH3:33])[CH3:34]. The yield is 0.478. (10) The reactants are [Br:1][C:2]1[CH:7]=[CH:6][C:5]([NH:8][C:9](=[O:20])[C:10]2[CH:15]=[CH:14][C:13](Cl)=[C:12]([N+:17]([O-:19])=[O:18])[CH:11]=2)=[CH:4][CH:3]=1.[SH:21][C:22]1[CH:27]=[CH:26][C:25]([OH:28])=[CH:24][CH:23]=1.C(=O)([O-])[O-].[Cs+].[Cs+]. The catalyst is CN(C)C=O. The product is [Br:1][C:2]1[CH:7]=[CH:6][C:5]([NH:8][C:9](=[O:20])[C:10]2[CH:15]=[CH:14][C:13]([S:21][C:22]3[CH:27]=[CH:26][C:25]([OH:28])=[CH:24][CH:23]=3)=[C:12]([N+:17]([O-:19])=[O:18])[CH:11]=2)=[CH:4][CH:3]=1. The yield is 0.750.